From a dataset of Forward reaction prediction with 1.9M reactions from USPTO patents (1976-2016). Predict the product of the given reaction. (1) Given the reactants [CH2:1]([O:3][C:4]1[CH:5]=[C:6]([C:13]([O:21]C)(OC)[CH2:14][CH2:15][C:16]([O-:18])=O)[CH:7]=[CH:8][C:9]=1[O:10][CH2:11][CH3:12])[CH3:2].[K+].ClC1C=C(Cl)C=C(Cl)C=1C(Cl)=O.[Cl:36][C:37]1[CH:42]=[C:41]([C:43]2[CH:48]=[CH:47][CH:46]=[CH:45][CH:44]=2)[N:40]=[C:39]([NH2:49])[CH:38]=1.Cl, predict the reaction product. The product is: [Cl:36][C:37]1[CH:42]=[C:41]([C:43]2[CH:48]=[CH:47][CH:46]=[CH:45][CH:44]=2)[N:40]=[C:39]([NH:49][C:16](=[O:18])[CH2:15][CH2:14][C:13]([C:6]2[CH:7]=[CH:8][C:9]([O:10][CH2:11][CH3:12])=[C:4]([O:3][CH2:1][CH3:2])[CH:5]=2)=[O:21])[CH:38]=1. (2) Given the reactants B(Cl)(Cl)Cl.[C:5]([C:7]1[CH:8]=[C:9]([C:17]2[S:21][CH2:20][N:19]([C:22]3[CH:27]=[CH:26][C:25]([CH2:28][CH2:29][C:30]([O:32][CH2:33][CH3:34])=[O:31])=[CH:24][C:23]=3[CH3:35])[N:18]=2)[CH:10]=[CH:11][C:12]=1[O:13]C(C)C)#[N:6], predict the reaction product. The product is: [C:5]([C:7]1[CH:8]=[C:9]([C:17]2[S:21][CH2:20][N:19]([C:22]3[CH:27]=[CH:26][C:25]([CH2:28][CH2:29][C:30]([O:32][CH2:33][CH3:34])=[O:31])=[CH:24][C:23]=3[CH3:35])[N:18]=2)[CH:10]=[CH:11][C:12]=1[OH:13])#[N:6]. (3) Given the reactants [Mg].Br[C:3]1[CH:8]=[CH:7][CH:6]=[CH:5][C:4]=1[O:9][CH2:10][CH3:11].II.[CH3:14][O:15][C:16]1[CH:17]=[C:18]2[C:22](=[CH:23][CH:24]=1)[NH:21][C:20](=[O:25])[C:19]2=[O:26], predict the reaction product. The product is: [CH2:10]([O:9][C:4]1[CH:5]=[CH:6][CH:7]=[CH:8][C:3]=1[C:19]1([OH:26])[C:18]2[C:22](=[CH:23][CH:24]=[C:16]([O:15][CH3:14])[CH:17]=2)[NH:21][C:20]1=[O:25])[CH3:11]. (4) Given the reactants [C:1]([NH:5][S:6]([C:9]1[C:14]([Cl:15])=[CH:13][CH:12]=[C:11]([N+:16]([O-])=O)[C:10]=1[OH:19])(=[O:8])=[O:7])([CH3:4])([CH3:3])[CH3:2].[H][H], predict the reaction product. The product is: [C:1]([NH:5][S:6]([C:9]1[C:14]([Cl:15])=[CH:13][CH:12]=[C:11]([NH2:16])[C:10]=1[OH:19])(=[O:8])=[O:7])([CH3:4])([CH3:2])[CH3:3]. (5) Given the reactants [Cl:1][C:2]1[C:33]([CH3:34])=[CH:32][C:5]([O:6][CH2:7][CH2:8][CH2:9][C:10]2[C:18]3[C:13](=[C:14]([C:19]4[C:20]([CH3:25])=[N:21][NH:22][C:23]=4[CH3:24])[CH:15]=[CH:16][CH:17]=3)[N:12]([CH2:26][CH2:27][C:28]([OH:30])=[O:29])[C:11]=2[CH3:31])=[CH:4][C:3]=1[CH3:35].C(=O)([O-])[O-].[Cs+].[Cs+].Br[CH2:43][C:44]1[N:49]=[CH:48][CH:47]=[CH:46][N:45]=1, predict the reaction product. The product is: [Cl:1][C:2]1[C:33]([CH3:34])=[CH:32][C:5]([O:6][CH2:7][CH2:8][CH2:9][C:10]2[C:18]3[C:13](=[C:14]([C:19]4[C:23]([CH3:24])=[N:22][N:21]([CH2:43][C:44]5[N:49]=[CH:48][CH:47]=[CH:46][N:45]=5)[C:20]=4[CH3:25])[CH:15]=[CH:16][CH:17]=3)[N:12]([CH2:26][CH2:27][C:28]([OH:30])=[O:29])[C:11]=2[CH3:31])=[CH:4][C:3]=1[CH3:35]. (6) Given the reactants [CH3:1][O:2][C:3]1[CH:13]=[CH:12][C:6]([O:7][CH2:8][CH2:9]C#N)=[CH:5][CH:4]=1.Cl.O.[C:16](=[O:19])([O-])[O-:17].[Na+].[Na+], predict the reaction product. The product is: [CH3:1][O:2][C:3]1[CH:13]=[CH:12][C:6]([O:7][CH2:8][CH2:9][C:16]([OH:17])=[O:19])=[CH:5][CH:4]=1. (7) Given the reactants [F:1][C:2]([F:26])([F:25])[C:3]1[C:12]2[CH:11]=[CH:10][C:9]3[CH:13]=[C:14]([C:16]4[O:17][CH:18]=[N:19][N:20]=4)[NH:15][C:8]=3[C:7]=2[N:6]=[C:5]([C:21]([F:24])([F:23])[F:22])[CH:4]=1.[C:27](Cl)(=[O:29])[CH3:28], predict the reaction product. The product is: [O:17]1[CH:18]=[N:19][N:20]=[C:16]1[C:14]1[N:15]([C:27](=[O:29])[CH3:28])[C:8]2[C:7]3[N:6]=[C:5]([C:21]([F:24])([F:23])[F:22])[CH:4]=[C:3]([C:2]([F:25])([F:1])[F:26])[C:12]=3[CH:11]=[CH:10][C:9]=2[CH:13]=1. (8) Given the reactants [Br:1][C:2]1[CH:7]=[CH:6][C:5]([OH:8])=[CH:4][CH:3]=1.Cl[CH2:10][C:11]([NH:13][C:14]1[CH:19]=[CH:18][C:17]([Cl:20])=[C:16]([C:21]([F:24])([F:23])[F:22])[CH:15]=1)=[O:12].[I-].[K+].C(=O)([O-])[O-].[K+].[K+], predict the reaction product. The product is: [Br:1][C:2]1[CH:7]=[CH:6][C:5]([O:8][CH2:10][C:11]([NH:13][C:14]2[CH:19]=[CH:18][C:17]([Cl:20])=[C:16]([C:21]([F:24])([F:22])[F:23])[CH:15]=2)=[O:12])=[CH:4][CH:3]=1. (9) Given the reactants C([C@H](N[C:12](=[O:35])[C@H:13]([N:18]1[CH:22]=[CH:21][C:20]([C:23]2[CH:28]=[CH:27][C:26]([C:29]3[CH:34]=[CH:33][CH:32]=[CH:31][CH:30]=3)=[CH:25][CH:24]=2)=[CH:19]1)[CH2:14][C:15](O)=[O:16])CO)C1C=CC=CC=1.CN1[CH2:42][CH2:41][O:40]CC1.Cl.[NH2:44][OH:45].Cl.[NH4+:47].[Cl-], predict the reaction product. The product is: [CH2:20]([C@H:42]([NH:47][C:15](=[O:16])[CH2:14][C@@H:13]([N:18]1[CH:22]=[CH:21][C:20]([C:23]2[CH:24]=[CH:25][C:26]([C:29]3[CH:34]=[CH:33][CH:32]=[CH:31][CH:30]=3)=[CH:27][CH:28]=2)=[CH:19]1)[C:12]([NH:44][OH:45])=[O:35])[CH2:41][OH:40])[C:23]1[CH:28]=[CH:27][CH:26]=[CH:25][CH:24]=1. (10) The product is: [CH3:1][O:2][C:3]1[N:8]=[C:7]([C:9]2[CH:10]=[CH:11][C:12]([CH3:15])=[CH:13][CH:14]=2)[C:6]([N:16]2[CH2:21][CH2:20][NH:19][CH:18]([C:27]3[CH:28]=[CH:29][C:30]([O:33][CH3:34])=[CH:31][CH:32]=3)[CH2:17]2)=[CH:5][CH:4]=1. Given the reactants [CH3:1][O:2][C:3]1[N:8]=[C:7]([C:9]2[CH:14]=[CH:13][C:12]([CH3:15])=[CH:11][CH:10]=2)[C:6]([N:16]2[CH2:21][CH2:20][N:19](C(OCC)=O)[CH:18]([C:27]3[CH:32]=[CH:31][C:30]([O:33][CH3:34])=[CH:29][CH:28]=3)[CH2:17]2)=[CH:5][CH:4]=1.[OH-].[Na+], predict the reaction product.